From a dataset of Catalyst prediction with 721,799 reactions and 888 catalyst types from USPTO. Predict which catalyst facilitates the given reaction. (1) Reactant: [O:1]1[CH2:6][CH2:5][CH:4]([C:7]([OH:9])=[O:8])[CH2:3][CH2:2]1.[CH3:10]C1C=CC(S(O)(=O)=O)=CC=1. Product: [O:1]1[CH2:6][CH2:5][CH:4]([C:7]([O:9][CH3:10])=[O:8])[CH2:3][CH2:2]1. The catalyst class is: 5. (2) Reactant: [C:1](=[O:15])([O:12][CH:13]=[CH2:14])[O:2][C:3]1[CH:8]=CC([N+]([O-])=O)=CC=1.OCC[O:19][C:20](=[O:24])[C:21]([CH3:23])=[CH2:22].CS(C)=O.[OH-].[Na+]. Product: [C:1](=[O:15])([O:12][CH:13]=[CH2:14])[O:2][CH2:3][CH2:8][O:24][C:20](=[O:19])[C:21]([CH3:23])=[CH2:22]. The catalyst class is: 6. (3) Reactant: [CH2:1]([O:8][CH2:9][C@@H:10]1[O:18][CH2:17][C@:13]2([C:19]3[CH:24]=[CH:23][CH:22]=[CH:21][C:20]=3[F:25])[NH:14][O:15][CH2:16][C@@H:12]2[CH2:11]1)[C:2]1[CH:7]=[CH:6][CH:5]=[CH:4][CH:3]=1. Product: [NH2:14][C@@:13]1([C:19]2[CH:24]=[CH:23][CH:22]=[CH:21][C:20]=2[F:25])[CH2:17][O:18][C@@H:10]([CH2:9][O:8][CH2:1][C:2]2[CH:7]=[CH:6][CH:5]=[CH:4][CH:3]=2)[CH2:11][C@H:12]1[CH2:16][OH:15]. The catalyst class is: 183. (4) Reactant: [CH3:1][C:2]1[C:3](=[O:30])[NH:4][CH:5]=[C:6]([C:8]([C:14]2[CH:15]=[C:16]3[C:20](=[CH:21][CH:22]=2)[N:19]([C:23]2[CH:28]=[CH:27][C:26]([F:29])=[CH:25][CH:24]=2)[N:18]=[CH:17]3)([OH:13])[C:9]([F:12])([F:11])[F:10])[CH:7]=1.[H-].[Na+].I[CH3:34]. Product: [CH3:34][N:4]1[CH:5]=[C:6]([C:8]([C:14]2[CH:15]=[C:16]3[C:20](=[CH:21][CH:22]=2)[N:19]([C:23]2[CH:24]=[CH:25][C:26]([F:29])=[CH:27][CH:28]=2)[N:18]=[CH:17]3)([OH:13])[C:9]([F:10])([F:11])[F:12])[CH:7]=[C:2]([CH3:1])[C:3]1=[O:30]. The catalyst class is: 18.